This data is from Full USPTO retrosynthesis dataset with 1.9M reactions from patents (1976-2016). The task is: Predict the reactants needed to synthesize the given product. Given the product [NH2:48][CH2:47][CH2:46][CH2:52][NH:53][C:27]([C:24]1[CH:25]=[CH:26][C:17]2[C:16]3[N:30]=[C:12]([NH:11][C:5]4[CH:6]=[CH:7][C:8]([O:9][CH3:10])=[C:3]([O:2][CH3:1])[CH:4]=4)[N:13]=[CH:14][C:15]=3[CH2:21][C:20](=[O:22])[NH:19][C:18]=2[CH:23]=1)=[O:28], predict the reactants needed to synthesize it. The reactants are: [CH3:1][O:2][C:3]1[CH:4]=[C:5]([NH:11][C:12]2[N:13]=[CH:14][C:15]3[CH2:21][C:20](=[O:22])[NH:19][C:18]4[CH:23]=[C:24]([C:27](O)=[O:28])[CH:25]=[CH:26][C:17]=4[C:16]=3[N:30]=2)[CH:6]=[CH:7][C:8]=1[O:9][CH3:10].C(OC(=O)NCCNC(C1C=C[C:46]2[C:52]3[N:53]=C(NC4C=CC(OC)=C(OC)C=4)N=CC=3CC(=O)[NH:48][C:47]=2C=1)=O)(C)(C)C.